Dataset: Reaction yield outcomes from USPTO patents with 853,638 reactions. Task: Predict the reaction yield, written as a fraction of the theoretical maximum amount of product (1.0 means a 100% yield; for example, 0.34 means a 34% yield). (1) The reactants are [C:1]([C:4]1[CH:9]=[CH:8][C:7]([NH:10][C:11]([NH2:13])=[O:12])=[CH:6][CH:5]=1)([OH:3])=[O:2].[CH2:14]1[C:19](=[O:20])[O:18][CH2:17][C:15]1=O.[N+](C)([O-])=O.C(OC(=O)C)C. The catalyst is O. The product is [O:20]=[C:19]1[O:18][CH2:17][C:15]([NH:13][C:11](=[O:12])[NH:10][C:7]2[CH:6]=[CH:5][C:4]([C:1]([OH:3])=[O:2])=[CH:9][CH:8]=2)=[CH:14]1. The yield is 0.510. (2) The reactants are C1(P(C2C=CC=CC=2)C2C=CC=CC=2)C=CC=CC=1.BrN1C(=O)CCC1=O.[CH:28]1([CH2:33][CH:34]([C:38]2[CH:43]=[CH:42][C:41]([S:44]([C:47]([F:50])([F:49])[F:48])(=[O:46])=[O:45])=[CH:40][CH:39]=2)[C:35](O)=[O:36])[CH2:32][CH2:31][CH2:30][CH2:29]1.[NH2:51][C:52]1[CH:57]=[CH:56][C:55]([Br:58])=[CH:54][N:53]=1. The catalyst is C(Cl)Cl. The product is [Br:58][C:55]1[CH:56]=[CH:57][C:52]([NH:51][C:35](=[O:36])[CH:34]([C:38]2[CH:39]=[CH:40][C:41]([S:44]([C:47]([F:49])([F:50])[F:48])(=[O:46])=[O:45])=[CH:42][CH:43]=2)[CH2:33][CH:28]2[CH2:29][CH2:30][CH2:31][CH2:32]2)=[N:53][CH:54]=1. The yield is 0.630. (3) The reactants are [I:1][C:2]1[CH:3]=[C:4]2[C:9](=[CH:10][CH:11]=1)[N:8]=[CH:7][NH:6][C:5]2=O.P(Cl)(Cl)(Cl)=O.C(N(CC)CC)C.[NH2:25][C:26]1[CH:31]=[CH:30][CH:29]=[CH:28][CH:27]=1. The catalyst is CC(C)=O.C1(C)C=CC=CC=1. The product is [I:1][C:2]1[CH:3]=[C:4]2[C:9](=[CH:10][CH:11]=1)[N:8]=[CH:7][N:6]=[C:5]2[NH:25][C:26]1[CH:31]=[CH:30][CH:29]=[CH:28][CH:27]=1. The yield is 0.730. (4) The reactants are [NH:1]1[C:9]2[C:4](=[CH:5][CH:6]=[CH:7][N:8]=2)[CH:3]=[CH:2]1.P([O-])([O-])([O-])=O.[K+].[K+].[K+].I[C:19]1[CH:24]=[CH:23][CH:22]=[CH:21][CH:20]=1. The catalyst is [Cu](I)I.N[C@@H]1CCCC[C@H]1N.O1CCOCC1. The product is [C:19]1([N:1]2[C:9]3[C:4](=[CH:5][CH:6]=[CH:7][N:8]=3)[CH:3]=[CH:2]2)[CH:24]=[CH:23][CH:22]=[CH:21][CH:20]=1. The yield is 1.00.